Dataset: Full USPTO retrosynthesis dataset with 1.9M reactions from patents (1976-2016). Task: Predict the reactants needed to synthesize the given product. (1) Given the product [F:13][C:10]([F:11])([F:12])[S:7]([O:6][CH2:18][C:17]([F:24])([F:16])[C:20]([F:23])([F:22])[F:21])(=[O:8])=[O:9], predict the reactants needed to synthesize it. The reactants are: FC(F)(F)S([O:6][S:7]([C:10]([F:13])([F:12])[F:11])(=[O:9])=[O:8])(=O)=O.[F:16][C:17]([F:24])([C:20]([F:23])([F:22])[F:21])[CH2:18]O. (2) Given the product [CH2:1]([O:5][C:6]1[N:14]=[C:13]2[C:9]([N:10]=[C:11]([OH:26])[N:12]2[CH2:15][C:16]2[CH:21]=[CH:20][CH:19]=[C:18]([C:22]([OH:24])=[O:23])[CH:17]=2)=[C:8]([NH2:27])[N:7]=1)[CH2:2][CH2:3][CH3:4], predict the reactants needed to synthesize it. The reactants are: [CH2:1]([O:5][C:6]1[N:14]=[C:13]2[C:9]([N:10]=[C:11]([OH:26])[N:12]2[CH2:15][C:16]2[CH:21]=[CH:20][CH:19]=[C:18]([C:22]([O:24]C)=[O:23])[CH:17]=2)=[C:8]([NH2:27])[N:7]=1)[CH2:2][CH2:3][CH3:4].Cl. (3) Given the product [OH:1][C:2]1[CH:7]=[C:6]([OH:8])[CH:5]=[CH:4][C:3]=1/[C:9](=[N:13]\[OH:14])/[CH3:10], predict the reactants needed to synthesize it. The reactants are: [OH:1][C:2]1[CH:7]=[C:6]([OH:8])[CH:5]=[CH:4][C:3]=1[C:9](=O)[CH3:10].Cl.[NH2:13][OH:14].C1(C)C=CC=CC=1. (4) Given the product [CH2:1]([O:3][C:4]([N:6]1[CH2:7][CH2:8][N:9]([CH:16]([CH3:17])[CH2:15][N+:12]([O-:14])=[O:13])[CH2:10][CH2:11]1)=[O:5])[CH3:2], predict the reactants needed to synthesize it. The reactants are: [CH2:1]([O:3][C:4]([N:6]1[CH2:11][CH2:10][NH:9][CH2:8][CH2:7]1)=[O:5])[CH3:2].[N+:12]([CH3:15])([O-:14])=[O:13].[CH:16](=O)[CH3:17].CC([O-])(C)C.[K+]. (5) Given the product [F:20][C:15]1[C:14]2[C:19](=[C:11]([C:4]3[CH:5]=[CH:6][C:7]([OH:9])=[CH:8][C:3]=3[OH:2])[N:12]([CH:21]([CH3:23])[CH3:22])[N:13]=2)[CH:18]=[CH:17][CH:16]=1, predict the reactants needed to synthesize it. The reactants are: C[O:2][C:3]1[CH:8]=[C:7]([O:9]C)[CH:6]=[CH:5][C:4]=1[C:11]1[N:12]([CH:21]([CH3:23])[CH3:22])[N:13]=[C:14]2[C:19]=1[CH:18]=[CH:17][CH:16]=[C:15]2[F:20].B(Br)(Br)Br.C1CCCCC=1. (6) Given the product [C:16]([NH:20][CH2:9][CH2:14][C:13]#[CH:12])([CH3:19])([CH3:18])[CH3:17], predict the reactants needed to synthesize it. The reactants are: C(OS([C:9]1[CH:14]=[CH:13][C:12](C)=CC=1)(=O)=O)CC#C.[C:16]([NH2:20])([CH3:19])([CH3:18])[CH3:17]. (7) Given the product [Br:7][C:5]1[N:6]=[C:2]([N:15]2[CH2:16][CH2:17][CH:12]([C:10]([O:9][CH3:8])=[O:11])[CH2:13][CH2:14]2)[S:3][CH:4]=1, predict the reactants needed to synthesize it. The reactants are: Br[C:2]1[S:3][CH:4]=[C:5]([Br:7])[N:6]=1.[CH3:8][O:9][C:10]([CH:12]1[CH2:17][CH2:16][NH:15][CH2:14][CH2:13]1)=[O:11].C(N(CC)C(C)C)(C)C. (8) Given the product [NH2:36][C:35]1[CH:34]=[CH:33][C:18]([O:19][CH:20]2[CH2:21][CH2:22][N:23]([C:26]([O:28][C:29]([CH3:30])([CH3:31])[CH3:32])=[O:27])[CH2:24][CH2:25]2)=[CH:17][C:16]=1[C:14]([NH:13][C:11]1[CH:12]=[C:7]([C:5]([NH:4][CH:1]2[CH2:2][CH2:3]2)=[O:6])[CH:8]=[CH:9][C:10]=1[CH3:39])=[O:15], predict the reactants needed to synthesize it. The reactants are: [CH:1]1([NH:4][C:5]([C:7]2[CH:8]=[CH:9][C:10]([CH3:39])=[C:11]([NH:13][C:14]([C:16]3[CH:17]=[C:18]([CH:33]=[CH:34][C:35]=3[N+:36]([O-])=O)[O:19][CH:20]3[CH2:25][CH2:24][N:23]([C:26]([O:28][C:29]([CH3:32])([CH3:31])[CH3:30])=[O:27])[CH2:22][CH2:21]3)=[O:15])[CH:12]=2)=[O:6])[CH2:3][CH2:2]1. (9) Given the product [F:1][C:2]1[CH:7]=[CH:6][C:5]([CH:8]2[CH2:13][CH2:12][CH2:11][N:10]3[N:14]=[C:15]([NH:17][CH:27]4[CH2:26][CH2:25][N:24]([C:22]5[S:21][N:20]=[C:19]([CH3:18])[N:23]=5)[CH2:29][CH2:28]4)[N:16]=[C:9]23)=[CH:4][CH:3]=1, predict the reactants needed to synthesize it. The reactants are: [F:1][C:2]1[CH:7]=[CH:6][C:5]([CH:8]2[CH2:13][CH2:12][CH2:11][N:10]3[N:14]=[C:15]([NH2:17])[N:16]=[C:9]23)=[CH:4][CH:3]=1.[CH3:18][C:19]1[N:23]=[C:22]([N:24]2[CH2:29][CH2:28][C:27](=O)[CH2:26][CH2:25]2)[S:21][N:20]=1.[BH4-].[Na+].C(O)C. (10) Given the product [CH3:25][Si:26]([CH3:31])([CH3:30])[CH2:27][CH2:28][O:29][C:2]1[N:7]=[CH:6][C:5]2[C@@H:8]3[C@@H:11]([C:12]([O:14][C:15]([CH3:18])([CH3:17])[CH3:16])=[O:13])[C@@H:9]3[CH2:10][C:4]=2[CH:3]=1, predict the reactants needed to synthesize it. The reactants are: Cl[C:2]1[N:7]=[CH:6][C:5]2[C@@H:8]3[C@@H:11]([C:12]([O:14][C:15]([CH3:18])([CH3:17])[CH3:16])=[O:13])[C@@H:9]3[CH2:10][C:4]=2[CH:3]=1.C(=O)([O-])[O-].[Cs+].[Cs+].[CH3:25][Si:26]([CH3:31])([CH3:30])[CH2:27][CH2:28][OH:29].